This data is from Forward reaction prediction with 1.9M reactions from USPTO patents (1976-2016). The task is: Predict the product of the given reaction. (1) Given the reactants [OH-:1].[Na+].[CH:3]1[C:13]2[CH:12]=[CH:11][C:10]3[CH:14]=[CH:15][CH:16]=[CH:17][C:9]=3[CH:8]([CH2:18][CH2:19]OC(C3C(C4C=CC=C(Cl)C=4)C(C(OCCC#N)=O)=C(C)NC=3C)=O)[C:7]=2[CH:6]=[CH:5][CH:4]=1.[ClH:45].CCN=C=N[CH2:51][CH2:52][CH2:53]N(C)C.Cl.[CH3:58][N:59]1[CH2:64][CH2:63][NH:62][CH2:61][CH2:60]1.C([N:67]([CH2:70][CH3:71])[CH2:68][CH3:69])C.CN([C:75]1[CH:80]=[CH:79][CH:78]=[CH:77]N=1)C.F[C:82](F)(F)[C:83]([O-:85])=[O:84].[CH3:88]O, predict the reaction product. The product is: [CH:14]1[C:10]2[CH:11]=[CH:12][C:13]3[CH:3]=[CH:4][CH:5]=[CH:6][C:7]=3[CH:8]([CH2:18][CH2:19][O:85][C:83](=[O:84])[C:82]3[C:78]([C:79]4[CH:53]=[CH:52][CH:51]=[C:75]([Cl:45])[CH:80]=4)=[C:77]([C:58]([N:59]4[CH2:64][CH2:63][N:62]([CH3:88])[CH2:61][CH2:60]4)=[O:1])[C:68]([CH3:69])=[N:67][C:70]=3[CH3:71])[C:9]=2[CH:17]=[CH:16][CH:15]=1. (2) Given the reactants [BH4-].[K+].[Br:3][C:4]1[CH:13]=[CH:12][C:11]([N+:14]([O-])=O)=[C:10]2[C:5]=1[CH2:6][CH2:7][CH2:8][C:9]2=[O:17], predict the reaction product. The product is: [NH2:14][C:11]1[CH:12]=[CH:13][C:4]([Br:3])=[C:5]2[C:10]=1[CH:9]([OH:17])[CH2:8][CH2:7][CH2:6]2.